Dataset: Forward reaction prediction with 1.9M reactions from USPTO patents (1976-2016). Task: Predict the product of the given reaction. (1) Given the reactants Cl.[N:2]1([CH2:8][CH2:9][CH2:10][C:11]([OH:13])=[O:12])[CH2:7][CH2:6][CH2:5][CH2:4][CH2:3]1.CCN(CC)CC.C1N=CN(C(N2C=NC=C2)=O)C=1.[CH3:33][O:34][C:35]1[CH:36]=[C:37]([C:41]2[CH:42]=[C:43]([NH2:46])[NH:44][N:45]=2)[CH:38]=[N:39][CH:40]=1, predict the reaction product. The product is: [CH:11]([OH:13])=[O:12].[CH3:33][O:34][C:35]1[CH:36]=[C:37]([C:41]2[CH:42]=[C:43]([NH:46][C:11](=[O:13])[CH2:10][CH2:9][CH2:8][N:2]3[CH2:3][CH2:4][CH2:5][CH2:6][CH2:7]3)[NH:44][N:45]=2)[CH:38]=[N:39][CH:40]=1. (2) Given the reactants Cl[C:2]1[CH:7]=[C:6]([NH:8][NH2:9])[N:5]=[CH:4][N:3]=1.CN(C)[CH:12]=[C:13]([C:19]1[CH:20]=[N:21][CH:22]=[CH:23][CH:24]=1)[C:14](OCC)=[O:15].C(O)(=[O:28])C, predict the reaction product. The product is: [OH:28][C:2]1[N:3]=[CH:4][N:5]=[C:6]([N:8]2[C:14](=[O:15])[C:13]([C:19]3[CH:20]=[N:21][CH:22]=[CH:23][CH:24]=3)=[CH:12][NH:9]2)[CH:7]=1.